This data is from Forward reaction prediction with 1.9M reactions from USPTO patents (1976-2016). The task is: Predict the product of the given reaction. (1) Given the reactants [NH2:1][C:2]1[C:10]([OH:11])=[CH:9][CH:8]=[C:4]([C:5]([OH:7])=O)[C:3]=1[C:12]([OH:14])=O.Cl.[NH2:16][CH:17]1[CH2:22][CH2:21][C:20](=[O:23])[NH:19][C:18]1=[O:24], predict the reaction product. The product is: [NH2:1][C:2]1[C:10]([OH:11])=[CH:9][CH:8]=[C:4]2[C:3]=1[C:12](=[O:14])[N:16]([CH:17]1[CH2:22][CH2:21][C:20](=[O:23])[NH:19][C:18]1=[O:24])[C:5]2=[O:7]. (2) Given the reactants O.[C@@H:2]1([N:10]2[C:19]3[N:18]=[CH:17][N:16]=[C:14]([NH2:15])[C:13]=3[N:12]=[CH:11]2)[O:9][C@H:6]([CH2:7][OH:8])[C@@H:4]([OH:5])[CH2:3]1.N1C=CC=CC=1.CO[C:28]([N:32]1[CH2:37][CH2:36][O:35][CH2:34][CH2:33]1)(OC)[CH3:29], predict the reaction product. The product is: [O:35]1[CH2:36][CH2:37][N:32]([C:28](=[N:15][C:14]2[C:13]3[N:12]=[CH:11][N:10]([C:19]=3[N:18]=[CH:17][N:16]=2)[C@@H:2]2[O:9][C@H:6]([CH2:7][OH:8])[C@@H:4]([OH:5])[CH2:3]2)[CH3:29])[CH2:33][CH2:34]1. (3) Given the reactants C([SnH](CCCC)CCCC)CCC.N(C(C)(C)C#N)=NC(C)(C)C#N.C(SC)(=S)O[CH:28]([C:30]1[C:31]([O:65][CH3:66])=[N:32][C:33](/[C:36](/[C:55]2[CH:60]=[CH:59][C:58]([C:61]([CH3:64])([CH3:63])[CH3:62])=[CH:57][CH:56]=2)=[CH:37]/[C@H:38]2[CH2:42][CH2:41][C:40](=[O:43])[N:39]2[CH2:44][C:45]2[CH:50]=[CH:49][C:48]([O:51][CH3:52])=[CH:47][C:46]=2[O:53][CH3:54])=[CH:34][CH:35]=1)[CH3:29].O, predict the reaction product. The product is: [C:61]([C:58]1[CH:59]=[CH:60][C:55](/[C:36](/[C:33]2[CH:34]=[CH:35][C:30]([CH2:28][CH3:29])=[C:31]([O:65][CH3:66])[N:32]=2)=[CH:37]\[C@@H:38]2[N:39]([CH2:44][C:45]3[CH:50]=[CH:49][C:48]([O:51][CH3:52])=[CH:47][C:46]=3[O:53][CH3:54])[C:40](=[O:43])[CH2:41][CH2:42]2)=[CH:56][CH:57]=1)([CH3:63])([CH3:62])[CH3:64]. (4) Given the reactants [CH3:1][C:2]1[C:10]2[C:5](=[C:6]([N+:11]([O-])=O)[CH:7]=[CH:8][CH:9]=2)[NH:4][C:3]=1[C:14](=[O:17])[CH2:15][CH3:16].C(O)C, predict the reaction product. The product is: [NH2:11][C:6]1[CH:7]=[CH:8][CH:9]=[C:10]2[C:5]=1[NH:4][C:3]([C:14](=[O:17])[CH2:15][CH3:16])=[C:2]2[CH3:1]. (5) Given the reactants CO[C:3](=[O:17])[CH2:4][C@:5]([NH2:16])([C:7]1[CH:12]=[CH:11][CH:10]=[C:9]([N+:13]([O-:15])=[O:14])[CH:8]=1)[CH3:6].[C:18]([O:22][C:23](=[O:29])[NH:24][C:25]([NH:27][CH3:28])=S)([CH3:21])([CH3:20])[CH3:19], predict the reaction product. The product is: [C:18]([O:22][C:23](=[O:29])[NH:24][C:25]1[N:27]([CH3:28])[C:3](=[O:17])[CH2:4][C@@:5]([CH3:6])([C:7]2[CH:12]=[CH:11][CH:10]=[C:9]([N+:13]([O-:15])=[O:14])[CH:8]=2)[N:16]=1)([CH3:21])([CH3:20])[CH3:19]. (6) Given the reactants [CH3:1][O:2][C:3]1[CH:8]=[CH:7][C:6]([C:9]2[S:13][C:12]([C:14]([O:16]C)=[O:15])=[C:11]([C:18]3[CH:23]=[CH:22][C:21]([S:24](=[O:27])(=[O:26])[NH2:25])=[CH:20][CH:19]=3)[C:10]=2[CH3:28])=[CH:5][CH:4]=1.[OH-].[Na+].Cl, predict the reaction product. The product is: [CH3:1][O:2][C:3]1[CH:4]=[CH:5][C:6]([C:9]2[S:13][C:12]([C:14]([OH:16])=[O:15])=[C:11]([C:18]3[CH:23]=[CH:22][C:21]([S:24](=[O:27])(=[O:26])[NH2:25])=[CH:20][CH:19]=3)[C:10]=2[CH3:28])=[CH:7][CH:8]=1. (7) Given the reactants C(N(CC)CC)C.C(Cl)(Cl)Cl.[NH2:12][C:13]1[C:14]([S:20][CH3:21])=[N:15][C:16]([CH3:19])=[CH:17][CH:18]=1.[Br:22][CH2:23][CH2:24][CH2:25][CH2:26][CH2:27][CH2:28][CH2:29][CH2:30][CH2:31]Cl.[OH2:33], predict the reaction product. The product is: [Br:22][CH2:23][CH2:24][CH2:25][CH2:26][CH2:27][CH2:28][CH2:29][CH2:30][C:31]([NH:12][C:13]1[C:14]([S:20][CH3:21])=[N:15][C:16]([CH3:19])=[CH:17][CH:18]=1)=[O:33].